From a dataset of Catalyst prediction with 721,799 reactions and 888 catalyst types from USPTO. Predict which catalyst facilitates the given reaction. Reactant: [NH2:1][CH2:2][CH2:3][C@H:4]1[CH2:9][CH2:8][C@H:7]([CH2:10][OH:11])[CH2:6][CH2:5]1.CCN(CC)CC.[C:19]([O:23][C:24](O[C:24]([O:23][C:19]([CH3:22])([CH3:21])[CH3:20])=[O:25])=[O:25])([CH3:22])([CH3:21])[CH3:20]. Product: [C:19]([O:23][C:24](=[O:25])[NH:1][CH2:2][CH2:3][C@H:4]1[CH2:9][CH2:8][C@H:7]([CH2:10][OH:11])[CH2:6][CH2:5]1)([CH3:22])([CH3:21])[CH3:20]. The catalyst class is: 2.